Dataset: Reaction yield outcomes from USPTO patents with 853,638 reactions. Task: Predict the reaction yield, written as a fraction of the theoretical maximum amount of product (1.0 means a 100% yield; for example, 0.34 means a 34% yield). (1) The reactants are [CH:1]([C:4]1[N:5]=[C:6](/[CH:9]=[CH:10]/[C:11]2[CH:41]=[CH:40][N:14]3[C:15](=[O:39])[C:16](/[CH:30]=[CH:31]/[C:32]([O:34][C:35]([CH3:38])([CH3:37])[CH3:36])=[O:33])=[C:17](OS(C4C=CC(C)=CC=4)(=O)=O)[N:18]=[C:13]3[CH:12]=2)[S:7][CH:8]=1)([CH3:3])[CH3:2].[NH:42]1[CH2:47][CH2:46][O:45][CH2:44][CH2:43]1. The yield is 0.870. The catalyst is CN(C)C=O. The product is [CH:1]([C:4]1[N:5]=[C:6](/[CH:9]=[CH:10]/[C:11]2[CH:41]=[CH:40][N:14]3[C:15](=[O:39])[C:16](/[CH:30]=[CH:31]/[C:32]([O:34][C:35]([CH3:36])([CH3:38])[CH3:37])=[O:33])=[C:17]([N:42]4[CH2:47][CH2:46][O:45][CH2:44][CH2:43]4)[N:18]=[C:13]3[CH:12]=2)[S:7][CH:8]=1)([CH3:3])[CH3:2]. (2) The reactants are [CH2:1]([O:3][C:4]([N:6]1[CH2:11][CH2:10][CH:9]([C:12]2[C:20]3[C:15](=[CH:16][CH:17]=[CH:18][CH:19]=3)[NH:14][CH:13]=2)[CH2:8][CH2:7]1)=[O:5])[CH3:2].Br[CH2:22][C:23]1[CH:27]=[CH:26][S:25][CH:24]=1. The catalyst is C(OCC)C. The product is [CH2:1]([O:3][C:4]([N:6]1[CH2:11][CH2:10][CH:9]([C:12]2[C:20]3[C:15](=[CH:16][CH:17]=[CH:18][CH:19]=3)[N:14]([CH2:22][C:23]3[CH:27]=[CH:26][S:25][CH:24]=3)[CH:13]=2)[CH2:8][CH2:7]1)=[O:5])[CH3:2]. The yield is 1.00. (3) The reactants are [Cl:1][C:2]1[C:7]([O:8][CH3:9])=[CH:6][C:5]([O:10][CH3:11])=[C:4]([Cl:12])[C:3]=1[C:13]1[CH:33]=[N:32][C:16]2[N:17]=[C:18]([NH:21][C:22]3[C:27]([N+:28]([O-])=O)=[CH:26][CH:25]=[CH:24][C:23]=3[CH3:31])[N:19]=[CH:20][C:15]=2[CH:14]=1.[Cl-].[NH4+]. The catalyst is C(O)C.O.[Fe]. The product is [Cl:1][C:2]1[C:7]([O:8][CH3:9])=[CH:6][C:5]([O:10][CH3:11])=[C:4]([Cl:12])[C:3]=1[C:13]1[CH:33]=[N:32][C:16]2[N:17]=[C:18]([NH:21][C:22]3[C:27]([NH2:28])=[CH:26][CH:25]=[CH:24][C:23]=3[CH3:31])[N:19]=[CH:20][C:15]=2[CH:14]=1. The yield is 0.530. (4) The reactants are [Br:1][C:2]1[CH:7]=[CH:6][C:5]([CH2:8]Br)=[C:4]([F:10])[CH:3]=1.[NH:11]1[CH2:16][CH2:15][O:14][CH2:13][CH2:12]1. The catalyst is CN(C=O)C. The product is [Br:1][C:2]1[CH:7]=[CH:6][C:5]([CH2:8][N:11]2[CH2:16][CH2:15][O:14][CH2:13][CH2:12]2)=[C:4]([F:10])[CH:3]=1. The yield is 0.450. (5) The reactants are [C:1]([Mg]Br)#[C:2][CH3:3].[CH2:6]([O:13][C:14]1[CH:15]=[C:16]([CH:19]=[CH:20][CH:21]=1)[CH:17]=[O:18])[C:7]1[CH:12]=[CH:11][CH:10]=[CH:9][CH:8]=1. The catalyst is C1COCC1. The product is [CH2:6]([O:13][C:14]1[CH:15]=[C:16]([CH:17]([OH:18])[C:1]#[C:2][CH3:3])[CH:19]=[CH:20][CH:21]=1)[C:7]1[CH:8]=[CH:9][CH:10]=[CH:11][CH:12]=1. The yield is 0.970. (6) The reactants are FC1C=C(C)C=CC=1[N+]([O-])=O.[CH:12]([O:15][C:16]1[CH:22]=[C:21]([CH3:23])[CH:20]=[CH:19][C:17]=1[NH2:18])([CH3:14])[CH3:13].[NH2:24][C:25]1[S:26][CH:27]=[CH:28][N:29]=1.C[CH:31]([OH:33])C. No catalyst specified. The product is [CH:12]([O:15][C:16]1[CH:22]=[C:21]([CH3:23])[CH:20]=[CH:19][C:17]=1[NH:18][C:31]([NH:24][C:25]1[S:26][CH:27]=[CH:28][N:29]=1)=[O:33])([CH3:14])[CH3:13]. The yield is 0.620.